This data is from Catalyst prediction with 721,799 reactions and 888 catalyst types from USPTO. The task is: Predict which catalyst facilitates the given reaction. (1) Reactant: O([C:5]1[C:9]2[CH:10]=[CH:11][CH:12]=[CH:13][C:8]=2[O:7][CH:6]=1)C(C)=O.Cl.[OH2:15]. Product: [CH2:6]1[C:5]2=[CH:9][CH:10]=[CH:11][C:12]2=[CH:13][C:8](=[O:15])[O:7]1. The catalyst class is: 5. (2) Reactant: [NH2:1][CH:2]1[CH2:7][CH2:6][CH2:5][N:4]([C:8]([O:10][C:11]([CH3:14])([CH3:13])[CH3:12])=[O:9])[CH2:3]1.[NH2:15][C:16]1[C:21]([C:22]#[N:23])=[CH:20][CH:19]=[C:18](Cl)[N:17]=1.C(N(C(C)C)CC)(C)C. Product: [NH2:15][C:16]1[N:17]=[C:18]([NH:1][CH:2]2[CH2:7][CH2:6][CH2:5][N:4]([C:8]([O:10][C:11]([CH3:14])([CH3:13])[CH3:12])=[O:9])[CH2:3]2)[CH:19]=[CH:20][C:21]=1[C:22]#[N:23]. The catalyst class is: 829. (3) Reactant: C(OC([N:8]1[C@H:17]([C:18]([OH:20])=[O:19])[CH2:16][C@H:15]2[C@@H:10]([CH2:11][CH2:12][C@H:13]([O:21][C:22]3[CH:27]=[C:26]([N:28]4[CH:32]=[CH:31][CH:30]=[N:29]4)[CH:25]=[CH:24][C:23]=3[C:33]3[N:34]=[N:35][NH:36][N:37]=3)[CH2:14]2)[CH2:9]1)=O)(C)(C)C.[ClH:38]. Product: [ClH:38].[N:28]1([C:26]2[CH:25]=[CH:24][C:23]([C:33]3[N:37]=[N:36][NH:35][N:34]=3)=[C:22]([CH:27]=2)[O:21][C@H:13]2[CH2:12][CH2:11][C@@H:10]3[C@H:15]([CH2:16][C@@H:17]([C:18]([OH:20])=[O:19])[NH:8][CH2:9]3)[CH2:14]2)[CH:32]=[CH:31][CH:30]=[N:29]1. The catalyst class is: 343.